From a dataset of Forward reaction prediction with 1.9M reactions from USPTO patents (1976-2016). Predict the product of the given reaction. (1) Given the reactants [CH3:1][CH2:2][CH2:3][CH2:4][O:5][C:6]([CH:8]=[CH2:9])=[O:7].[C:10]([O:15][CH2:16][CH:17]1[O:19][CH2:18]1)(=[O:14])[C:11]([CH3:13])=[CH2:12].C(S)CCCCCCCCCCC.C1(C)C=CC=CC=1, predict the reaction product. The product is: [C:10]([O:15][CH2:16][CH:17]1[O:19][CH2:18]1)(=[O:14])[C:11]([CH3:13])=[CH2:12].[C:6]([O:5][CH2:4][CH2:3][CH2:2][CH3:1])(=[O:7])[CH:8]=[CH2:9]. (2) Given the reactants C(=O)([O-])[O-].[Na+].[Na+].Br[C:8]1[CH:9]=[C:10]2[C:16]([C:17]3[N:21]=[C:20]([CH2:22][C:23]4[CH:28]=[CH:27][CH:26]=[C:25]([F:29])[CH:24]=4)[NH:19][N:18]=3)=[CH:15][NH:14][C:11]2=[N:12][CH:13]=1.[CH3:30][N:31]1[CH:35]=[C:34](B2OC(C)(C)C(C)(C)O2)[CH:33]=[N:32]1, predict the reaction product. The product is: [F:29][C:25]1[CH:24]=[C:23]([CH:28]=[CH:27][CH:26]=1)[CH2:22][C:20]1[NH:19][N:18]=[C:17]([C:16]2[C:10]3[C:11](=[N:12][CH:13]=[C:8]([C:34]4[CH:33]=[N:32][N:31]([CH3:30])[CH:35]=4)[CH:9]=3)[NH:14][CH:15]=2)[N:21]=1. (3) Given the reactants [OH:1][C:2]1[CH:27]=[CH:26][CH:25]=[CH:24][C:3]=1[CH2:4][NH:5][C:6]([NH:8][C:9]1[N:13]([C:14]2[CH:19]=[CH:18][C:17]([CH3:20])=[CH:16][CH:15]=2)[N:12]=[C:11]([CH:21]2[CH2:23][CH2:22]2)[CH:10]=1)=[O:7].[Cl:28][C:29]1[N:34]=[C:33](Cl)[CH:32]=[CH:31][N:30]=1.[OH-].[Na+], predict the reaction product. The product is: [Cl:28][C:29]1[N:34]=[C:33]([O:1][C:2]2[CH:27]=[CH:26][CH:25]=[CH:24][C:3]=2[CH2:4][NH:5][C:6]([NH:8][C:9]2[N:13]([C:14]3[CH:19]=[CH:18][C:17]([CH3:20])=[CH:16][CH:15]=3)[N:12]=[C:11]([CH:21]3[CH2:22][CH2:23]3)[CH:10]=2)=[O:7])[CH:32]=[CH:31][N:30]=1. (4) Given the reactants [CH3:1][C:2]12[CH:8]([C:9]([O:11]CC)=[O:10])[CH:7]1[CH2:6][CH2:5][CH2:4][CH2:3]2.[CH3:14][C@@:15]12[C@@H:22]([C:23]([O:25][CH2:26][CH3:27])=[O:24])[CH:21]1[CH2:20][C@@H:19]1[C@@H:17]([C:18]1([CH3:29])[CH3:28])[CH2:16]2, predict the reaction product. The product is: [CH3:1][C:2]12[CH:8]([C:9]([OH:11])=[O:10])[CH:7]1[CH2:6][CH2:5][CH2:4][CH2:3]2.[CH3:14][C@@:15]12[C@@H:22]([C:23]([O:25][CH2:26][CH3:27])=[O:24])[CH:21]1[CH2:20][C@@H:19]1[C@@H:17]([C:18]1([CH3:28])[CH3:29])[CH2:16]2. (5) The product is: [F:6][C:7]1[CH:12]=[CH:11][C:10]([N:13]2[CH2:14][CH2:15][N:16]([C:19]3[N:24]=[CH:23][N:22]([CH2:37][C:38]4[S:39][C:40]([C:43]([F:46])([F:45])[F:44])=[CH:41][CH:42]=4)[C:21](=[O:25])[N:20]=3)[CH2:17][CH2:18]2)=[CH:9][CH:8]=1. Given the reactants CN(C)C=O.[F:6][C:7]1[CH:12]=[CH:11][C:10]([N:13]2[CH2:18][CH2:17][N:16]([C:19]3[N:24]=[CH:23][NH:22][C:21](=[O:25])[N:20]=3)[CH2:15][CH2:14]2)=[CH:9][CH:8]=1.CC1C=CC(S(O[CH2:37][C:38]2[S:39][C:40]([C:43]([F:46])([F:45])[F:44])=[CH:41][CH:42]=2)(=O)=O)=CC=1.C(=O)([O-])[O-].[K+].[K+], predict the reaction product. (6) Given the reactants C([O:8][C:9]1[CH:29]=[CH:28][C:12]([CH2:13][N:14]([N:23]2[CH:27]=[N:26][N:25]=[CH:24]2)[C:15]2[CH:22]=[CH:21][C:18]([C:19]#[N:20])=[CH:17][CH:16]=2)=[CH:11][C:10]=1[F:30])C1C=CC=CC=1, predict the reaction product. The product is: [F:30][C:10]1[CH:11]=[C:12]([CH:28]=[CH:29][C:9]=1[OH:8])[CH2:13][N:14]([N:23]1[CH:24]=[N:25][N:26]=[CH:27]1)[C:15]1[CH:16]=[CH:17][C:18]([C:19]#[N:20])=[CH:21][CH:22]=1. (7) Given the reactants Cl[CH2:2][C:3]1[O:4][C:5](=[O:9])[O:6][C:7]=1[CH3:8].[I-].[Na+].C(O)=[O:13].C, predict the reaction product. The product is: [OH:13][CH2:2][C:3]1[O:4][C:5](=[O:9])[O:6][C:7]=1[CH3:8].